From a dataset of Forward reaction prediction with 1.9M reactions from USPTO patents (1976-2016). Predict the product of the given reaction. The product is: [CH2:1]([O:8][C:9]([N:11]1[CH2:16][CH2:15][C:28]([O:29][CH3:30])([O:31][CH3:32])[CH2:13][CH:12]1[C:18]1[CH:23]=[CH:22][C:21]([F:24])=[CH:20][C:19]=1[CH3:25])=[O:10])[C:2]1[CH:3]=[CH:4][CH:5]=[CH:6][CH:7]=1. Given the reactants [CH2:1]([O:8][C:9]([N:11]1[CH2:16][CH2:15]C(=O)[CH2:13][CH:12]1[C:18]1[CH:23]=[CH:22][C:21]([F:24])=[CH:20][C:19]=1[CH3:25])=[O:10])[C:2]1[CH:7]=[CH:6][CH:5]=[CH:4][CH:3]=1.CO[CH:28]([O:31][CH3:32])[O:29][CH3:30], predict the reaction product.